This data is from Forward reaction prediction with 1.9M reactions from USPTO patents (1976-2016). The task is: Predict the product of the given reaction. (1) Given the reactants [ClH:1].N[C:3]1[S:4][C:5]2[CH:11]=[C:10]([C:12]#[N:13])[CH:9]=[CH:8][C:6]=2[N:7]=1.N([O-])=O.[Na+], predict the reaction product. The product is: [Cl:1][C:3]1[S:4][C:5]2[CH:11]=[C:10]([C:12]#[N:13])[CH:9]=[CH:8][C:6]=2[N:7]=1. (2) Given the reactants [C:1]([O:5][C:6]([NH:8][CH:9]1[CH2:12][NH:11][CH2:10]1)=[O:7])([CH3:4])([CH3:3])[CH3:2].Br[C:14]1[S:15][C:16]([C:21]([O:23][CH3:24])=[O:22])=[C:17]([CH2:19][CH3:20])[N:18]=1.C(N(C(C)C)CC)(C)C, predict the reaction product. The product is: [C:1]([O:5][C:6]([NH:8][CH:9]1[CH2:10][N:11]([C:14]2[S:15][C:16]([C:21]([O:23][CH3:24])=[O:22])=[C:17]([CH2:19][CH3:20])[N:18]=2)[CH2:12]1)=[O:7])([CH3:4])([CH3:2])[CH3:3]. (3) Given the reactants [CH2:1]([N:3]([CH2:37][CH3:38])[CH2:4][CH2:5][CH2:6][NH:7][C:8]1[N:9]=[C:10]([C:27]2[CH:28]=[C:29]([CH:33]=[CH:34][C:35]=2[CH3:36])[C:30]([OH:32])=O)[C:11]2[CH:17]=[CH:16][C:15](=[O:18])[N:14]([C:19]3[C:24]([F:25])=[CH:23][CH:22]=[CH:21][C:20]=3[F:26])[C:12]=2[N:13]=1)[CH3:2].CN(C(ON1N=NC2C=CC=CC1=2)=[N+](C)C)C.F[P-](F)(F)(F)(F)F.[C:63]([NH2:67])([CH3:66])([CH3:65])[CH3:64], predict the reaction product. The product is: [CH2:37]([N:3]([CH2:1][CH3:2])[CH2:4][CH2:5][CH2:6][NH:7][C:8]1[N:9]=[C:10]([C:27]2[CH:28]=[C:29]([CH:33]=[CH:34][C:35]=2[CH3:36])[C:30]([NH:67][C:63]([CH3:66])([CH3:65])[CH3:64])=[O:32])[C:11]2[CH:17]=[CH:16][C:15](=[O:18])[N:14]([C:19]3[C:20]([F:26])=[CH:21][CH:22]=[CH:23][C:24]=3[F:25])[C:12]=2[N:13]=1)[CH3:38]. (4) Given the reactants C([N:14]1[CH2:17][CH:16]([N:18]2[CH2:23][CH2:22][CH:21]([C:24]([F:27])([F:26])[F:25])[CH2:20][CH2:19]2)[CH2:15]1)(C1C=CC=CC=1)C1C=CC=CC=1.C([O-])=O.[NH4+], predict the reaction product. The product is: [NH:14]1[CH2:17][CH:16]([N:18]2[CH2:23][CH2:22][CH:21]([C:24]([F:27])([F:26])[F:25])[CH2:20][CH2:19]2)[CH2:15]1. (5) Given the reactants Br[C:2]1[N:7]=[CH:6][C:5]([NH2:8])=[CH:4][CH:3]=1.[F:9][C:10]1[CH:11]=[N:12][CH:13]=[C:14]([F:29])[C:15]=1[Sn](CCCC)(CCCC)CCCC, predict the reaction product. The product is: [F:9][C:10]1[CH:11]=[N:12][CH:13]=[C:14]([F:29])[C:15]=1[C:2]1[CH:3]=[CH:4][C:5]([NH2:8])=[CH:6][N:7]=1. (6) Given the reactants [CH3:1][C:2]([CH3:38])=[CH:3][C:4]([O:6][C@@H:7]1[CH2:12][C@@H:11]([CH2:13][CH2:14][C:15]2[CH:20]=[CH:19][CH:18]=[CH:17][CH:16]=2)[O:10][C@@:9]([O:36]C)([C@@H:21]2[CH2:25][S:24][C:23](=[O:26])[N:22]2CC2C=CC(OC)=CC=2)[CH2:8]1)=[O:5].CO[C@]1([C@@H]2CSC(=O)N2CC2C=CC(OC)=CC=2)C[C@H]2C[C@@H](CCCC=CCCC(C)=CC(=O)O2)O1, predict the reaction product. The product is: [CH3:1][C:2]([CH3:38])=[CH:3][C:4]([O:6][C@@H:7]1[CH2:12][C@@H:11]([CH2:13][CH2:14][C:15]2[CH:16]=[CH:17][CH:18]=[CH:19][CH:20]=2)[O:10][C@@:9]([OH:36])([C@@H:21]2[CH2:25][S:24][C:23](=[O:26])[NH:22]2)[CH2:8]1)=[O:5]. (7) Given the reactants [CH:1]1([N:4]2[S:8](=[O:10])(=[O:9])[N:7](C(OC(C)(C)C)=O)[CH2:6][CH2:5]2)[CH2:3][CH2:2]1, predict the reaction product. The product is: [CH:1]1([N:4]2[CH2:5][CH2:6][NH:7][S:8]2(=[O:10])=[O:9])[CH2:3][CH2:2]1.